This data is from Reaction yield outcomes from USPTO patents with 853,638 reactions. The task is: Predict the reaction yield, written as a fraction of the theoretical maximum amount of product (1.0 means a 100% yield; for example, 0.34 means a 34% yield). (1) The reactants are [OH-].[Na+].C[O:4][C:5]([C@@H:7]1[CH2:11][CH2:10][CH2:9][C@@H:8]1[C:12](=[O:20])[C:13]1[CH:18]=[CH:17][C:16]([Br:19])=[CH:15][CH:14]=1)=[O:6]. The catalyst is O.CO. The product is [Br:19][C:16]1[CH:15]=[CH:14][C:13]([C:12]([C@@H:8]2[CH2:9][CH2:10][CH2:11][C@H:7]2[C:5]([OH:6])=[O:4])=[O:20])=[CH:18][CH:17]=1. The yield is 0.830. (2) The reactants are [C:1]1([C:15]2[CH:20]=[CH:19][CH:18]=[CH:17][CH:16]=2)[CH:6]=[CH:5][CH:4]=[C:3]([C:7]2[CH:12]=[C:11]([CH3:13])[C:10](Br)=[CH:9][N:8]=2)[CH:2]=1.[CH3:21]B1OB(C)OB(C)O1.O.[O-]P([O-])([O-])=O.[K+].[K+].[K+].C1(C)C=CC=CC=1. The catalyst is C1C=CC(/C=C/C(/C=C/C2C=CC=CC=2)=O)=CC=1.C1C=CC(/C=C/C(/C=C/C2C=CC=CC=2)=O)=CC=1.C1C=CC(/C=C/C(/C=C/C2C=CC=CC=2)=O)=CC=1.[Pd].[Pd].C1(P(C2CCCCC2)C2C=C(C3C(OC)=CC=CC=3OC)C=CC=2)CCCCC1.O. The product is [C:1]1([C:15]2[CH:20]=[CH:19][CH:18]=[CH:17][CH:16]=2)[CH:6]=[CH:5][CH:4]=[C:3]([C:7]2[CH:12]=[C:11]([CH3:13])[C:10]([CH3:21])=[CH:9][N:8]=2)[CH:2]=1. The yield is 0.870. (3) The reactants are [F:1][C:2]1[CH:10]=[CH:9][CH:8]=[C:7]2[C:3]=1[CH:4]=[CH:5][NH:6]2.[CH3:11][C:12]([O:15][C:16](O[C:16]([O:15][C:12]([CH3:14])([CH3:13])[CH3:11])=[O:17])=[O:17])([CH3:14])[CH3:13]. The catalyst is CN(C1C=CN=CC=1)C.C1COCC1. The product is [F:1][C:2]1[CH:10]=[CH:9][CH:8]=[C:7]2[C:3]=1[CH:4]=[CH:5][N:6]2[C:16]([O:15][C:12]([CH3:14])([CH3:13])[CH3:11])=[O:17]. The yield is 0.960.